Dataset: Reaction yield outcomes from USPTO patents with 853,638 reactions. Task: Predict the reaction yield, written as a fraction of the theoretical maximum amount of product (1.0 means a 100% yield; for example, 0.34 means a 34% yield). The reactants are [CH2:1]([O:8][CH2:9][C@@H:10]([OH:12])[CH3:11])[C:2]1[CH:7]=[CH:6][CH:5]=[CH:4][CH:3]=1.[H-].[Na+].[CH3:15]I.[Cl-].[NH4+]. The catalyst is O1CCCC1. The product is [CH3:15][O:12][C@@H:10]([CH3:11])[CH2:9][O:8][CH2:1][C:2]1[CH:7]=[CH:6][CH:5]=[CH:4][CH:3]=1. The yield is 0.590.